Task: Regression. Given a peptide amino acid sequence and an MHC pseudo amino acid sequence, predict their binding affinity value. This is MHC class II binding data.. Dataset: Peptide-MHC class II binding affinity with 134,281 pairs from IEDB (1) The peptide sequence is FQGLCNETLTLKLYN. The MHC is DRB1_0302 with pseudo-sequence QEFFIASGAAVDAIMESSFEYYDLQKRNYHVGFT. The binding affinity (normalized) is 0.128. (2) The peptide sequence is AFKVAPTAANAAPAN. The MHC is HLA-DPA10103-DPB10301 with pseudo-sequence HLA-DPA10103-DPB10301. The binding affinity (normalized) is 0.864. (3) The peptide sequence is DLQMVIAGAKSKFPR. The MHC is DRB1_0404 with pseudo-sequence DRB1_0404. The binding affinity (normalized) is 0.115. (4) The peptide sequence is NGKRLEPNWASVKKD. The MHC is DRB5_0101 with pseudo-sequence DRB5_0101. The binding affinity (normalized) is 0.541. (5) The peptide sequence is LGLLLKNLTTIAYQE. The MHC is DRB1_0101 with pseudo-sequence DRB1_0101. The binding affinity (normalized) is 0.724. (6) The peptide sequence is AFKVAATAANAIPAN. The MHC is DRB1_0802 with pseudo-sequence DRB1_0802. The binding affinity (normalized) is 0.610. (7) The peptide sequence is KLTVVVGDIIGVLEQ. The MHC is DRB1_1101 with pseudo-sequence DRB1_1101. The binding affinity (normalized) is 0.381. (8) The peptide sequence is FDAFVAYHIGARIVS. The MHC is HLA-DQA10501-DQB10301 with pseudo-sequence HLA-DQA10501-DQB10301. The binding affinity (normalized) is 0.629. (9) The peptide sequence is CRKELAAVSVDCSEY. The MHC is DRB4_0101 with pseudo-sequence DRB4_0103. The binding affinity (normalized) is 0.976.